This data is from Full USPTO retrosynthesis dataset with 1.9M reactions from patents (1976-2016). The task is: Predict the reactants needed to synthesize the given product. (1) Given the product [NH2:8][C@@H:9]([CH:13]([CH3:15])[CH3:14])[C:10]([OH:12])=[O:11].[OH:16][CH2:17][CH2:18][N:19]1[C:24](=[O:25])[CH2:23][CH2:22][CH:21]([N:26]2[C:27](=[O:36])[C:28]3[C:33](=[CH:32][CH:31]=[CH:30][CH:29]=3)[C:34]2=[O:35])[C:20]1=[O:37], predict the reactants needed to synthesize it. The reactants are: C(OC([NH:8][C@@H:9]([CH:13]([CH3:15])[CH3:14])[C:10]([OH:12])=[O:11])=O)(C)(C)C.[OH:16][CH2:17][CH2:18][N:19]1[C:24](=[O:25])[CH2:23][CH2:22][CH:21]([N:26]2[C:34](=[O:35])[C:33]3[C:28](=[CH:29][CH:30]=[CH:31][CH:32]=3)[C:27]2=[O:36])[C:20]1=[O:37]. (2) Given the product [CH2:1]([Sn:5]([CH2:20][CH2:19][CH2:18][CH3:17])([CH2:22][C:12]1[C:21]2[C:16](=[CH:17][CH:18]=[CH:19][CH:20]=2)[CH:15]=[CH:14][CH:13]=1)[CH2:6][C:7]1[C:13]2[C:12](=[CH:21][CH:16]=[CH:15][CH:14]=2)[CH:22]=[CH:9][CH:8]=1)[CH2:2][CH2:3][CH3:4], predict the reactants needed to synthesize it. The reactants are: [CH2:1]([Sn:5](Cl)(Cl)[CH2:6][CH2:7][CH2:8][CH3:9])[CH2:2][CH2:3][CH3:4].[C:12]1([CH2:22][Mg]Cl)[C:21]2[C:16](=[CH:17][CH:18]=[CH:19][CH:20]=2)[CH:15]=[CH:14][CH:13]=1.Cl.